Dataset: Experimentally validated miRNA-target interactions with 360,000+ pairs, plus equal number of negative samples. Task: Binary Classification. Given a miRNA mature sequence and a target amino acid sequence, predict their likelihood of interaction. (1) The miRNA is hsa-miR-138-5p with sequence AGCUGGUGUUGUGAAUCAGGCCG. The protein sequence of the target gene is MATSSAALPRILGAGARAPSRWLGFLGKATPRPARPSRRTLGSATALMIRESEDSTDFNDKILNEPLKHSDFFNVKELFSVRSLFDARVHLGHKAGCRHRFMEPYIFGSRLDHDIIDLEQTATHLQLALNFTAHMAYRKGIILFISRNRQFSYLIENMARDCGEYAHTRYFRGGMLTNARLLFGPTVRLPDLIIFLHTLNNIFEPHVAVRDAAKMNIPTVGIVDTNCNPCLITYPVPGNDDSPLAVHLYCRLFQTAITRAKEKRQQVEALYRLQGQKEPGDQGPAHPPGADMSHSL. Result: 0 (no interaction). (2) The miRNA is mmu-miR-3113-5p with sequence GUCCUGGCCCUGGUCCGGGUCC. The protein sequence of the target gene is MMLPQNSWHIDFGRCCCHQNLFSAVVTCILLLNSCFLISSFNGTDLELRLVNGDGPCSGTVEVKFQGQWGTVCDDGWNTTASTVVCKQLGCPFSFAMFRFGQAVTRHGKIWLDDVSCYGNESALWECQHREWGSHNCYHGEDVGVNCYGEANLGLRLVDGNNSCSGRVEVKFQERWGTICDDGWNLNTAAVVCRQLGCPSSFISSGVVNSPAVLRPIWLDDILCQGNELALWNCRHRGWGNHDCSHNEDVTLTCYDSSDLELRLVGGTNRCMGRVELKIQGRWGTVCHHKWNNAAADVVC.... Result: 0 (no interaction). (3) The miRNA is mmu-miR-431-5p with sequence UGUCUUGCAGGCCGUCAUGCA. The protein sequence of the target gene is MDPTALVEAIVEEVACPICMTFLREPMSIDCGHSFCHSCLSGLWEIPGESQNWGYTCPLCRAPVQPRNLRPNWQLANVVEKVRLLRLHPGMGLKGDLCERHGEKLKMFCKEDVLIMCEACSQSPEHEAHSVVPMEDVAWEYKWELHEALEHLKKEQEEAWKLEVGERKRTATWKIQVETRKQSIVWEFEKYQRLLEKKQPPHRQLGAEVAAALASLQREAAETMQKLELNHSELIQQSQVLWRMIAELKERSQRPVRWMLQDIQEVLNRSKSWSLQQPEPISLELKTDCRVLGLREILKT.... Result: 0 (no interaction).